From a dataset of Catalyst prediction with 721,799 reactions and 888 catalyst types from USPTO. Predict which catalyst facilitates the given reaction. The catalyst class is: 50. Reactant: [C:1]([O:5][C:6]([NH:8][C:9]1[CH:23]=[CH:22][C:12]([O:13][CH2:14][CH2:15][CH2:16][C:17]([O:19][CH2:20][CH3:21])=[O:18])=[CH:11][C:10]=1[N+:24]([O-])=O)=[O:7])([CH3:4])([CH3:3])[CH3:2].[H][H]. Product: [NH2:24][C:10]1[CH:11]=[C:12]([CH:22]=[CH:23][C:9]=1[NH:8][C:6]([O:5][C:1]([CH3:2])([CH3:4])[CH3:3])=[O:7])[O:13][CH2:14][CH2:15][CH2:16][C:17]([O:19][CH2:20][CH3:21])=[O:18].